Task: Predict the product of the given reaction.. Dataset: Forward reaction prediction with 1.9M reactions from USPTO patents (1976-2016) (1) Given the reactants [C:1]([C:5]1[CH:6]=[C:7]([NH:27][S:28]([CH3:31])(=[O:30])=[O:29])[C:8]([O:25][CH3:26])=[C:9]([NH:11][C:12]([C:14]2[N:15]([CH3:24])[C:16]3[C:21]([CH:22]=2)=[CH:20][CH:19]=[CH:18][C:17]=3[NH2:23])=[O:13])[CH:10]=1)([CH3:4])([CH3:3])[CH3:2].[N:32]1([C:38](Cl)=[O:39])[CH2:37][CH2:36][O:35][CH2:34][CH2:33]1.C(N(C(C)C)CC)(C)C, predict the reaction product. The product is: [C:1]([C:5]1[CH:6]=[C:7]([NH:27][S:28]([CH3:31])(=[O:29])=[O:30])[C:8]([O:25][CH3:26])=[C:9]([NH:11][C:12]([C:14]2[N:15]([CH3:24])[C:16]3[C:21]([CH:22]=2)=[CH:20][CH:19]=[CH:18][C:17]=3[NH:23][C:38]([N:32]2[CH2:37][CH2:36][O:35][CH2:34][CH2:33]2)=[O:39])=[O:13])[CH:10]=1)([CH3:4])([CH3:2])[CH3:3]. (2) Given the reactants [NH2:1][CH:2]([CH2:12][C:13]1[CH:18]=[CH:17][CH:16]=[C:15]([C:19]([F:22])([F:21])[F:20])[CH:14]=1)[CH:3]([C:5]1[CH:10]=[CH:9][C:8]([F:11])=[CH:7][CH:6]=1)[OH:4].[C:23]1([CH2:29][CH2:30][CH2:31][C:32](O)=[O:33])[CH:28]=[CH:27][CH:26]=[CH:25][CH:24]=1.Cl.C(N=C=NCCCN(C)C)C.ON1C2C=CC=CC=2N=N1, predict the reaction product. The product is: [F:11][C:8]1[CH:7]=[CH:6][C:5]([CH:3]([OH:4])[CH:2]([NH:1][C:32](=[O:33])[CH2:31][CH2:30][CH2:29][C:23]2[CH:28]=[CH:27][CH:26]=[CH:25][CH:24]=2)[CH2:12][C:13]2[CH:18]=[CH:17][CH:16]=[C:15]([C:19]([F:22])([F:20])[F:21])[CH:14]=2)=[CH:10][CH:9]=1. (3) Given the reactants [Br:1][CH:2]([CH3:6])[C:3](Cl)=[O:4].C1(C)C=CC(S(O)(=O)=O)=CC=1.[CH2:18]([O:25][C:26](=[O:29])[CH2:27][NH2:28])[C:19]1[CH:24]=[CH:23][CH:22]=[CH:21][CH:20]=1.C(N(CC)CC)C.Cl, predict the reaction product. The product is: [CH2:18]([O:25][C:26](=[O:29])[CH2:27][NH:28][C:3](=[O:4])[CH:2]([Br:1])[CH3:6])[C:19]1[CH:24]=[CH:23][CH:22]=[CH:21][CH:20]=1. (4) Given the reactants [CH3:1][O:2][C:3]([C:5]1[C:6]([C:12]2[CH:17]=[CH:16][C:15]([C@H:18]([NH:20]C(OC(C)(C)C)=O)[CH3:19])=[C:14]([F:28])[CH:13]=2)=[CH:7][CH:8]=[CH:9][C:10]=1[Cl:11])=[O:4].Cl.O1CCOCC1, predict the reaction product. The product is: [ClH:11].[CH3:1][O:2][C:3]([C:5]1[C:6]([C:12]2[CH:17]=[CH:16][C:15]([C@H:18]([NH2:20])[CH3:19])=[C:14]([F:28])[CH:13]=2)=[CH:7][CH:8]=[CH:9][C:10]=1[Cl:11])=[O:4]. (5) Given the reactants [O:1]1[C:5]2[CH:6]=[CH:7][C:8]([C:10]3[S:11][CH:12]=[C:13]([C:15]([OH:17])=O)[N:14]=3)=[CH:9][C:4]=2[CH2:3][CH2:2]1.[N:18]1([C:24]2[S:28][C:27]([NH2:29])=[N:26][N:25]=2)[CH2:23][CH2:22][CH2:21][CH2:20][CH2:19]1.CN(C(ON1N=NC2C=CC=CC1=2)=[N+](C)C)C.F[P-](F)(F)(F)(F)F.O1CCOCC1.CCN(C(C)C)C(C)C, predict the reaction product. The product is: [O:1]1[C:5]2[CH:6]=[CH:7][C:8]([C:10]3[S:11][CH:12]=[C:13]([C:15]([NH:29][C:27]4[S:28][C:24]([N:18]5[CH2:23][CH2:22][CH2:21][CH2:20][CH2:19]5)=[N:25][N:26]=4)=[O:17])[N:14]=3)=[CH:9][C:4]=2[CH2:3][CH2:2]1. (6) Given the reactants [NH2:1][C@H:2]1[CH2:7][CH2:6][C@H:5]([CH2:8][C:9]([NH:11][C@H:12]2[CH2:17][C:16]3[CH:18]=[CH:19][CH:20]=[C:21]([C:22]([OH:24])=[O:23])[C:15]=3[O:14][B:13]2[OH:25])=[O:10])[CH2:4][CH2:3]1.C[CH2:27][N:28](C(C)C)C(C)C.Cl.C(=N)OC(C)C, predict the reaction product. The product is: [CH:27](=[NH:28])[NH:1][C@H:2]1[CH2:7][CH2:6][C@H:5]([CH2:8][C:9]([NH:11][C@H:12]2[CH2:17][C:16]3[CH:18]=[CH:19][CH:20]=[C:21]([C:22]([OH:24])=[O:23])[C:15]=3[O:14][B:13]2[OH:25])=[O:10])[CH2:4][CH2:3]1. (7) Given the reactants [C@@H:1]12[N:8]([C:9]3[CH:18]=[N:17][C:16]4[C:11](=[CH:12][CH:13]=[CH:14][CH:15]=4)[N:10]=3)[CH2:7][C@@H:6]1[CH2:5][CH2:4][NH:3][CH2:2]2.CC1C=C(C)N=C(N2[C@@H]3[C@@H](CCNC3)C2)N=1.[F:35][C:36]1[CH:44]=[CH:43][CH:42]=[C:41]([N:45]2[N:49]=[CH:48][CH:47]=[N:46]2)[C:37]=1[C:38](O)=[O:39].S1C=CC=C1C1C=CC=CC=1C(O)=O, predict the reaction product. The product is: [F:35][C:36]1[CH:44]=[CH:43][CH:42]=[C:41]([N:45]2[N:49]=[CH:48][CH:47]=[N:46]2)[C:37]=1[C:38]([N:3]1[CH2:4][CH2:5][C@@H:6]2[C@@H:1]([N:8]([C:9]3[CH:18]=[N:17][C:16]4[C:11](=[CH:12][CH:13]=[CH:14][CH:15]=4)[N:10]=3)[CH2:7]2)[CH2:2]1)=[O:39].